From a dataset of Peptide-MHC class II binding affinity with 134,281 pairs from IEDB. Regression. Given a peptide amino acid sequence and an MHC pseudo amino acid sequence, predict their binding affinity value. This is MHC class II binding data. The peptide sequence is TKIMSSKRILERESV. The MHC is DRB4_0101 with pseudo-sequence DRB4_0103. The binding affinity (normalized) is 0.621.